Dataset: Forward reaction prediction with 1.9M reactions from USPTO patents (1976-2016). Task: Predict the product of the given reaction. Given the reactants Br[C:2]1[CH:3]=[CH:4][C:5]([CH2:8][C@@H:9]([C:18]([O:20][CH3:21])=[O:19])[NH:10][C:11]([O:13][C:14]([CH3:17])([CH3:16])[CH3:15])=[O:12])=[N:6][CH:7]=1.[B:22]1([B:22]2[O:26][C:25]([CH3:28])([CH3:27])[C:24]([CH3:30])([CH3:29])[O:23]2)[O:26][C:25]([CH3:28])([CH3:27])[C:24]([CH3:30])([CH3:29])[O:23]1.C([O-])(=O)C.[K+], predict the reaction product. The product is: [C:14]([O:13][C:11]([NH:10][C@H:9]([C:18]([O:20][CH3:21])=[O:19])[CH2:8][C:5]1[CH:4]=[CH:3][C:2]([B:22]2[O:26][C:25]([CH3:28])([CH3:27])[C:24]([CH3:30])([CH3:29])[O:23]2)=[CH:7][N:6]=1)=[O:12])([CH3:17])([CH3:16])[CH3:15].